This data is from Forward reaction prediction with 1.9M reactions from USPTO patents (1976-2016). The task is: Predict the product of the given reaction. (1) Given the reactants [CH3:1][C:2]1[C:7]([O:8][C:9]2[C:10]([NH:22][C:23]3[S:27][N:26]=[C:25]([C@:28]4([CH3:35])[CH2:32][O:31]C(C)(C)[O:29]4)[N:24]=3)=[N:11][CH:12]=[C:13]([S:15][C:16]3[CH:21]=[CH:20][CH:19]=[CH:18][N:17]=3)[CH:14]=2)=[CH:6][CH:5]=[CH:4][N:3]=1.[ClH:36], predict the reaction product. The product is: [ClH:36].[CH3:1][C:2]1[C:7]([O:8][C:9]2[C:10]([NH:22][C:23]3[S:27][N:26]=[C:25]([C@:28]([OH:29])([CH3:35])[CH2:32][OH:31])[N:24]=3)=[N:11][CH:12]=[C:13]([S:15][C:16]3[CH:21]=[CH:20][CH:19]=[CH:18][N:17]=3)[CH:14]=2)=[CH:6][CH:5]=[CH:4][N:3]=1. (2) Given the reactants C[O:2][C:3]1[CH:12]=[C:11]([CH3:13])[C:10]2[NH:9][C:8](=[O:14])[C:7]3[S:15][CH:16]=[CH:17][C:6]=3[C:5]=2[C:4]=1[C:18]1[CH:23]=[CH:22][C:21]([C@@H:24]([CH3:35])[CH2:25][N:26](C)[C:27](=O)OC(C)(C)C)=[CH:20][CH:19]=1.B(Br)(Br)[Br:37], predict the reaction product. The product is: [BrH:37].[OH:2][C:3]1[CH:12]=[C:11]([CH3:13])[C:10]2[NH:9][C:8](=[O:14])[C:7]3[S:15][CH:16]=[CH:17][C:6]=3[C:5]=2[C:4]=1[C:18]1[CH:23]=[CH:22][C:21]([C@@H:24]([CH3:35])[CH2:25][NH:26][CH3:27])=[CH:20][CH:19]=1. (3) Given the reactants [Si]([O:8][CH2:9][C@H:10]1[CH2:21][CH2:20][C:19]2[S:18][C:17]3[N:16]=[CH:15][N:14]=[C:13]([O:22][CH:23]4[CH2:28][CH2:27][CH:26]([N:29]([CH3:37])[C:30](=[O:36])[O:31][C:32]([CH3:35])([CH3:34])[CH3:33])[CH2:25][CH2:24]4)[C:12]=3[C:11]1=2)(C(C)(C)C)(C)C.CCCC[N+](CCCC)(CCCC)CCCC.[F-], predict the reaction product. The product is: [OH:8][CH2:9][C@H:10]1[CH2:21][CH2:20][C:19]2[S:18][C:17]3[N:16]=[CH:15][N:14]=[C:13]([O:22][CH:23]4[CH2:24][CH2:25][CH:26]([N:29]([CH3:37])[C:30](=[O:36])[O:31][C:32]([CH3:33])([CH3:34])[CH3:35])[CH2:27][CH2:28]4)[C:12]=3[C:11]1=2. (4) Given the reactants [Cl:1][C:2]1[CH:15]=[N:14][C:5]2[NH:6][C:7]3[CH2:8][CH2:9][CH2:10][C:11](=[O:13])[C:12]=3[C:4]=2[CH:3]=1.[Br-:16].[Br-].[Br-].C([N+](CCCC)(CCCC)CCCC)CCC.C([N+](CCCC)(CCCC)CCCC)CCC.C([N+](CCCC)(CCCC)CCCC)CCC.Cl, predict the reaction product. The product is: [Cl:1][C:2]1[CH:15]=[N:14][C:5]2[NH:6][C:7]3[CH2:8][CH2:9][CH:10]([Br:16])[C:11](=[O:13])[C:12]=3[C:4]=2[CH:3]=1. (5) Given the reactants Cl.C(OC([N:9]1[CH2:14][CH2:13][N:12]([C:15]2[N:24]=[C:23]([C:25]3[CH:30]=[CH:29][C:28]([F:31])=[CH:27][C:26]=3[F:32])[C:22]3[C:17](=[CH:18][C:19]([F:33])=[CH:20][CH:21]=3)[N:16]=2)[C@@H:11]([CH3:34])[CH2:10]1)=O)(C)(C)C, predict the reaction product. The product is: [F:32][C:26]1[CH:27]=[C:28]([F:31])[CH:29]=[CH:30][C:25]=1[C:23]1[C:22]2[C:17](=[CH:18][C:19]([F:33])=[CH:20][CH:21]=2)[N:16]=[C:15]([N:12]2[CH2:13][CH2:14][NH:9][CH2:10][CH:11]2[CH3:34])[N:24]=1.